From a dataset of Peptide-MHC class II binding affinity with 134,281 pairs from IEDB. Regression. Given a peptide amino acid sequence and an MHC pseudo amino acid sequence, predict their binding affinity value. This is MHC class II binding data. The binding affinity (normalized) is 0.646. The peptide sequence is RNITGTSSTPEAVSL. The MHC is HLA-DQA10501-DQB10301 with pseudo-sequence HLA-DQA10501-DQB10301.